This data is from Peptide-MHC class II binding affinity with 134,281 pairs from IEDB. The task is: Regression. Given a peptide amino acid sequence and an MHC pseudo amino acid sequence, predict their binding affinity value. This is MHC class II binding data. (1) The peptide sequence is AGYTPAAPAGAEPAGKATTE. The MHC is HLA-DQA10501-DQB10301 with pseudo-sequence HLA-DQA10501-DQB10301. The binding affinity (normalized) is 0.752. (2) The peptide sequence is TQTMKGVERLAVMGD. The MHC is DRB1_0901 with pseudo-sequence DRB1_0901. The binding affinity (normalized) is 0.225. (3) The peptide sequence is VQYSRADEEQQQALS. The MHC is DRB1_0802 with pseudo-sequence DRB1_0802. The binding affinity (normalized) is 0.230.